From a dataset of Full USPTO retrosynthesis dataset with 1.9M reactions from patents (1976-2016). Predict the reactants needed to synthesize the given product. (1) Given the product [Br:1][C:2]1[CH:20]=[CH:19][CH:18]=[CH:17][C:3]=1[C:4]1[S:9][C:8]([NH:10][C:11]2[CH:16]=[CH:15][CH:14]=[CH:13][CH:12]=2)=[N:7][N:6]=1, predict the reactants needed to synthesize it. The reactants are: [Br:1][C:2]1[CH:20]=[CH:19][CH:18]=[CH:17][C:3]=1[C:4]([NH:6][NH:7][C:8]([NH:10][C:11]1[CH:16]=[CH:15][CH:14]=[CH:13][CH:12]=1)=[S:9])=O.S(=O)(=O)(O)O. (2) Given the product [NH2:28][C:23]1[CH:22]=[C:21]2[C:26]([CH:27]=[C:18]([C:16]3[C:15]([CH3:37])=[CH:14][C:13]([F:38])=[C:12]([NH:11][C:10]([NH:9][CH:2]4[CH2:3][CH2:4][CH2:5][CH2:6][CH2:7][CH2:8]4)=[O:39])[CH:17]=3)[C:19]([CH3:36])=[N:20]2)=[CH:25][N:24]=1, predict the reactants needed to synthesize it. The reactants are: Cl.[CH:2]1([NH:9][C:10](=[O:39])[NH:11][C:12]2[C:13]([F:38])=[CH:14][C:15]([CH3:37])=[C:16]([C:18]3[C:19]([CH3:36])=[N:20][C:21]4[C:26]([CH:27]=3)=[CH:25][N:24]=[C:23]([NH:28]C(=O)OC(C)(C)C)[CH:22]=4)[CH:17]=2)[CH2:8][CH2:7][CH2:6][CH2:5][CH2:4][CH2:3]1. (3) Given the product [Br:1][C:2]1[C:3](=[O:47])[N:4]([CH2:38][C:39]2[CH:44]=[CH:43][C:42]([O:45][CH3:46])=[CH:41][CH:40]=2)[C:5]([CH3:37])=[CH:6][C:7]=1[O:8][CH2:9][C:10]1[CH:36]=[CH:35][CH:34]=[CH:33][C:11]=1[CH2:12][NH:13][C:14]([NH:16][C:17]1[N:21]([C:22]2[CH:27]=[CH:26][C:25]([CH3:48])=[CH:24][CH:23]=2)[N:20]=[C:19]([C:29]([CH3:32])([CH3:31])[CH3:30])[CH:18]=1)=[O:15], predict the reactants needed to synthesize it. The reactants are: [Br:1][C:2]1[C:3](=[O:47])[N:4]([CH2:38][C:39]2[CH:44]=[CH:43][C:42]([O:45][CH3:46])=[CH:41][CH:40]=2)[C:5]([CH3:37])=[CH:6][C:7]=1[O:8][CH2:9][C:10]1[CH:36]=[CH:35][CH:34]=[CH:33][C:11]=1[CH2:12][NH:13][C:14]([NH:16][C:17]1[N:21]([C:22]2[CH:27]=[CH:26][CH:25]=[C:24](F)[CH:23]=2)[N:20]=[C:19]([C:29]([CH3:32])([CH3:31])[CH3:30])[CH:18]=1)=[O:15].[CH2:48](N(CC)CC)C.C(C1C=C(NC(=O)OC2C=CC([N+]([O-])=O)=CC=2)N(C2C=CC=CC=2)N=1)(C)(C)C. (4) The reactants are: [NH2:1][C:2]1[C:7]([C:8]([NH2:10])=[O:9])=[C:6]([N:11]2[CH2:16][CH2:15][CH:14]([C:17]3[N:18]([CH3:33])[CH:19]=[C:20]([C:22]4[CH:27]=[CH:26][C:25]([F:28])=[C:24]([C:29]([F:32])([F:31])[F:30])[CH:23]=4)[N:21]=3)[CH2:13][CH2:12]2)[N:5]=[CH:4][N:3]=1.NC1C(C#N)=[C:39]([N:43]2[CH2:48]CC(C3N(C[CH2:39][N:43]([CH3:48])[CH3:44])C=C(C4C=CC(F)=C(C(F)(F)F)C=4)N=3)C[CH2:44]2)N=CN=1. Given the product [NH2:1][C:2]1[C:7]([C:8]([NH2:10])=[O:9])=[C:6]([N:11]2[CH2:16][CH2:15][CH:14]([C:17]3[N:18]([CH2:33][CH2:39][N:43]([CH3:48])[CH3:44])[CH:19]=[C:20]([C:22]4[CH:27]=[CH:26][C:25]([F:28])=[C:24]([C:29]([F:32])([F:31])[F:30])[CH:23]=4)[N:21]=3)[CH2:13][CH2:12]2)[N:5]=[CH:4][N:3]=1, predict the reactants needed to synthesize it. (5) Given the product [C:49]([O:53][C@@H:54]([C:59]1[C:88]([CH3:89])=[C:87]([Br:90])[C:86]2=[N:91][C:83]3=[C:84]([Br:92])[N:85]2[C:60]=1[N:61]1[CH2:62][CH2:63][C:64]([CH3:99])([O:65][CH2:66][CH2:67][CH2:68][CH2:69][C@H:70]([CH3:96])[O:71][C:72]2[CH:73]=[CH:74][C:75]([F:94])=[CH:76][C:77]=2[C:78]2[CH:93]=[C:82]3[CH:81]=[CH:80][CH:79]=2)[CH2:97][CH2:98]1)[C:55]([O:57][CH3:58])=[O:56])([CH3:52])([CH3:50])[CH3:51], predict the reactants needed to synthesize it. The reactants are: C(O[C@@H](C1C(C)=CC2=NC3=CN2C=1N1CCC(C)(OCCCC[C@H](C)OC2C=CC(F)=CC=2C2C=C3C=CC=2)CC1)C(OC)=O)(C)(C)C.[C:49]([O:53][C@@H:54]([C:59]1[C:88]([CH3:89])=[C:87]([Br:90])[C:86]2=[N:91][C:83]3=[C:84]([Br:92])[N:85]2[C:60]=1[N:61]1[CH2:98][CH2:97][C:64]([CH3:99])([O:65][CH2:66][CH2:67][CH2:68][CH2:69][C@H:70]([CH3:96])[O:71][C:72]2[CH:73]=[C:74](C)[C:75]([F:94])=[CH:76][C:77]=2[C:78]2[CH:93]=[C:82]3[CH:81]=[CH:80][CH:79]=2)[CH2:63][CH2:62]1)[C:55]([O:57][CH3:58])=[O:56])([CH3:52])([CH3:51])[CH3:50]. (6) Given the product [N+:15]([C:12]1[CH:13]=[CH:14][C:9]([N:3]2[CH:7]=[CH:6][N:5]=[CH:4]2)=[C:10]([C:18]([F:19])([F:20])[F:21])[CH:11]=1)([O-:17])=[O:16], predict the reactants needed to synthesize it. The reactants are: [H-].[Na+].[NH:3]1[CH:7]=[CH:6][N:5]=[CH:4]1.F[C:9]1[CH:14]=[CH:13][C:12]([N+:15]([O-:17])=[O:16])=[CH:11][C:10]=1[C:18]([F:21])([F:20])[F:19].